This data is from Reaction yield outcomes from USPTO patents with 853,638 reactions. The task is: Predict the reaction yield, written as a fraction of the theoretical maximum amount of product (1.0 means a 100% yield; for example, 0.34 means a 34% yield). (1) The reactants are [Br:1][C:2]1[CH:9]=[CH:8][C:5]([CH2:6]Br)=[CH:4][CH:3]=1.[C:10]1([OH:16])[CH:15]=[CH:14][CH:13]=[CH:12][CH:11]=1.C(=O)([O-])[O-].[K+].[K+]. The catalyst is CN(C)C=O. The product is [Br:1][C:2]1[CH:9]=[CH:8][C:5]([CH2:6][O:16][C:10]2[CH:15]=[CH:14][CH:13]=[CH:12][CH:11]=2)=[CH:4][CH:3]=1. The yield is 0.890. (2) The reactants are [O:1]=[C:2]1[C:11]2[C:6](=[CH:7][CH:8]=[C:9]([C:12]#[C:13][CH2:14][C:15]3[CH:20]=[CH:19][CH:18]=[CH:17][CH:16]=3)[CH:10]=2)[CH:5]=[CH:4][N:3]1[CH2:21][C:22]1[CH:30]=[CH:29][C:25]([C:26](O)=[O:27])=[CH:24][CH:23]=1.[NH2:31][C:32]1[N:33]=[N:34][C:35](=[O:37])[CH:36]=1. The catalyst is C(OCC)(=O)C.CO. The product is [O:37]=[C:35]1[NH:34][N:33]=[C:32]([NH:31][C:26](=[O:27])[C:25]2[CH:24]=[CH:23][C:22]([CH2:21][N:3]3[CH:4]=[CH:5][C:6]4[C:11](=[CH:10][C:9]([C:12]#[C:13][CH2:14][C:15]5[CH:20]=[CH:19][CH:18]=[CH:17][CH:16]=5)=[CH:8][CH:7]=4)[C:2]3=[O:1])=[CH:30][CH:29]=2)[CH2:36]1. The yield is 0.233. (3) The reactants are [C:1](Cl)(Cl)=[S:2].[C:5]1([CH:11]([C:14]2[CH:19]=[CH:18][CH:17]=[CH:16][CH:15]=2)[CH2:12][NH2:13])[CH:10]=[CH:9][CH:8]=[CH:7][CH:6]=1.[OH-].[Na+]. No catalyst specified. The product is [N:13]([CH2:12][CH:11]([C:5]1[CH:10]=[CH:9][CH:8]=[CH:7][CH:6]=1)[C:14]1[CH:19]=[CH:18][CH:17]=[CH:16][CH:15]=1)=[C:1]=[S:2]. The yield is 1.00. (4) The reactants are [Cl:1][C:2]1[C:10]([OH:11])=[CH:9][CH:8]=[C:7]2[C:3]=1[CH:4]=[C:5]([C:17]([O:19][CH2:20][CH3:21])=[O:18])[N:6]2[CH2:12][C:13]([F:16])([F:15])[F:14].N1C=CC=CC=1.[S:28](O[S:28]([C:31]([F:34])([F:33])[F:32])(=[O:30])=[O:29])([C:31]([F:34])([F:33])[F:32])(=[O:30])=[O:29]. The catalyst is C(Cl)Cl. The product is [Cl:1][C:2]1[C:10]([O:11][S:28]([C:31]([F:34])([F:33])[F:32])(=[O:30])=[O:29])=[CH:9][CH:8]=[C:7]2[C:3]=1[CH:4]=[C:5]([C:17]([O:19][CH2:20][CH3:21])=[O:18])[N:6]2[CH2:12][C:13]([F:16])([F:14])[F:15]. The yield is 0.720. (5) The reactants are [Si:1]([O:8][C@H:9]([C@@H:16]([CH3:29])[CH2:17]OS(C1C=CC(C)=CC=1)(=O)=O)[CH2:10][CH2:11][CH2:12][C:13]([OH:15])=[O:14])([C:4]([CH3:7])([CH3:6])[CH3:5])([CH3:3])[CH3:2].[I-:30].[Na+].C(OCC)(=O)C.O. The catalyst is CC(C)=O. The product is [Si:1]([O:8][C@H:9]([C@@H:16]([CH3:29])[CH2:17][I:30])[CH2:10][CH2:11][CH2:12][C:13]([OH:15])=[O:14])([C:4]([CH3:7])([CH3:6])[CH3:5])([CH3:3])[CH3:2]. The yield is 0.900. (6) The reactants are [CH3:1][O:2][C:3]1[CH:27]=[C:26]([O:28][CH3:29])[CH:25]=[CH:24][C:4]=1[CH2:5][N:6]([C:19]1[S:23][N:22]=[CH:21][N:20]=1)[S:7]([C:10]1[CH:15]=[C:14]([F:16])[C:13](F)=[CH:12][C:11]=1[F:18])(=[O:9])=[O:8].[C:30]1([C@H:36]2[CH2:41][CH2:40][CH2:39][CH2:38][C@@H:37]2[OH:42])[CH:35]=[CH:34][CH:33]=[CH:32][CH:31]=1.[H-].[Na+].O. The yield is 0.330. The catalyst is CS(C)=O. The product is [CH3:1][O:2][C:3]1[CH:27]=[C:26]([O:28][CH3:29])[CH:25]=[CH:24][C:4]=1[CH2:5][N:6]([C:19]1[S:23][N:22]=[CH:21][N:20]=1)[S:7]([C:10]1[CH:15]=[C:14]([F:16])[C:13]([O:42][C@H:37]2[CH2:38][CH2:39][CH2:40][CH2:41][C@@H:36]2[C:30]2[CH:31]=[CH:32][CH:33]=[CH:34][CH:35]=2)=[CH:12][C:11]=1[F:18])(=[O:8])=[O:9]. (7) The reactants are [C:1]([NH:5][C:6]1[C:7]([NH2:20])=[CH:8][C:9]([C:12]2[CH:13]=[N:14][CH:15]=[C:16]([O:18][CH3:19])[CH:17]=2)=[CH:10][CH:11]=1)([CH3:4])([CH3:3])[CH3:2].[CH:21]([C:23]1[CH:24]=[C:25]([CH:28]=[CH:29][CH:30]=1)[C:26]#[N:27])=O.OOS([O-])=O.[K+]. The product is [C:1]([N:5]1[C:6]2[CH:11]=[CH:10][C:9]([C:12]3[CH:13]=[N:14][CH:15]=[C:16]([O:18][CH3:19])[CH:17]=3)=[CH:8][C:7]=2[N:20]=[C:21]1[C:23]1[CH:24]=[C:25]([CH:28]=[CH:29][CH:30]=1)[C:26]#[N:27])([CH3:4])([CH3:3])[CH3:2]. The catalyst is CN(C=O)C.O. The yield is 0.650. (8) The reactants are [F:1][C:2]1[CH:7]=[C:6]([F:8])[CH:5]=[CH:4][C:3]=1[N:9]1[C:13]([C:14]2[S:23][C:22]3[C:21]4[N:24]=[C:25]([C:28]#[C:29][CH:30]([OH:32])[CH3:31])[CH:26]=[CH:27][C:20]=4[O:19][CH2:18][CH2:17][C:16]=3[CH:15]=2)=[N:12][CH:11]=[N:10]1.ClC1C=CC2OCCC3C=C(C4N(C5C=CC(F)=CC=5F)N=CN=4)SC=3C=2N=1.CC(O)C#C. No catalyst specified. The product is [F:1][C:2]1[CH:7]=[C:6]([F:8])[CH:5]=[CH:4][C:3]=1[N:9]1[C:13]([C:14]2[S:23][C:22]3[C:21]4[N:24]=[C:25]([CH2:28][CH2:29][CH:30]([OH:32])[CH3:31])[CH:26]=[CH:27][C:20]=4[O:19][CH2:18][CH2:17][C:16]=3[CH:15]=2)=[N:12][CH:11]=[N:10]1. The yield is 0.380. (9) The reactants are [Cl:1][C:2]1[CH:3]=[C:4]2[C:9](=[CH:10][CH:11]=1)[N:8]=[CH:7][C:6]([NH2:12])=[C:5]2[NH:13][CH3:14].Cl.[CH:16](O)=O. No catalyst specified. The product is [Cl:1][C:2]1[CH:11]=[CH:10][C:9]2[N:8]=[CH:7][C:6]3[N:12]=[CH:14][N:13]([CH3:16])[C:5]=3[C:4]=2[CH:3]=1. The yield is 0.460. (10) The reactants are F[C:2]1[CH:7]=[C:6]([CH3:8])[C:5]([N+:9]([O-])=O)=[CH:4][N:3]=1.Cl.[CH:13]12[NH:19][CH:16]([CH2:17][CH2:18]1)[CH2:15][CH2:14]2.C(N(CC)CC)C. The catalyst is C(#N)C. The product is [CH:16]12[N:19]([C:2]3[N:3]=[CH:4][C:5]([NH2:9])=[C:6]([CH3:8])[CH:7]=3)[CH:13]([CH2:18][CH2:17]1)[CH2:14][CH2:15]2. The yield is 0.710.